Task: Binary Classification. Given a T-cell receptor sequence (or CDR3 region) and an epitope sequence, predict whether binding occurs between them.. Dataset: TCR-epitope binding with 47,182 pairs between 192 epitopes and 23,139 TCRs (1) The epitope is KTSVDCTMYI. The TCR CDR3 sequence is CSAETSDSYEQYF. Result: 0 (the TCR does not bind to the epitope). (2) The epitope is YLDAYNMMI. Result: 0 (the TCR does not bind to the epitope). The TCR CDR3 sequence is CASSELGGANTGELFF. (3) The epitope is TPQDLNTML. The TCR CDR3 sequence is CASSVGQGEYEQYF. Result: 0 (the TCR does not bind to the epitope).